From a dataset of Full USPTO retrosynthesis dataset with 1.9M reactions from patents (1976-2016). Predict the reactants needed to synthesize the given product. Given the product [CH3:34][O:35][CH:36]1[CH2:39][N:38]([C:15]([N:13]2[CH2:14][CH:9]([C:6]3[CH:5]=[CH:4][C:3]([C:2]([F:32])([F:31])[F:1])=[CH:8][CH:7]=3)[CH2:10][CH:11]([C:27]([O:29][CH3:30])=[O:28])[CH2:12]2)=[O:16])[CH2:37]1, predict the reactants needed to synthesize it. The reactants are: [F:1][C:2]([F:32])([F:31])[C:3]1[CH:8]=[CH:7][C:6]([CH:9]2[CH2:14][N:13]([C:15](OC3C=CC([N+]([O-])=O)=CC=3)=[O:16])[CH2:12][CH:11]([C:27]([O:29][CH3:30])=[O:28])[CH2:10]2)=[CH:5][CH:4]=1.Cl.[CH3:34][O:35][CH:36]1[CH2:39][NH:38][CH2:37]1.C(=O)([O-])[O-].[K+].[K+].